Dataset: Forward reaction prediction with 1.9M reactions from USPTO patents (1976-2016). Task: Predict the product of the given reaction. Given the reactants [C:1]([O:5][C:6](=[O:14])[NH:7][CH2:8][CH2:9][O:10][CH2:11][CH2:12]O)([CH3:4])([CH3:3])[CH3:2].C1(P(C2C=CC=CC=2)C2C=CC=CC=2)C=CC=CC=1.N1C=CN=C1.[I:39]I, predict the reaction product. The product is: [C:1]([O:5][C:6](=[O:14])[NH:7][CH2:8][CH2:9][O:10][CH2:11][CH2:12][I:39])([CH3:4])([CH3:3])[CH3:2].